Dataset: Catalyst prediction with 721,799 reactions and 888 catalyst types from USPTO. Task: Predict which catalyst facilitates the given reaction. Reactant: C([NH:5][S:6]([CH:9]([C:11]1[CH:16]=[CH:15][CH:14]=[CH:13][CH:12]=1)[CH3:10])(=[O:8])=[O:7])(C)(C)C. Product: [C:11]1([CH:9]([S:6]([NH2:5])(=[O:7])=[O:8])[CH3:10])[CH:12]=[CH:13][CH:14]=[CH:15][CH:16]=1. The catalyst class is: 137.